Dataset: Catalyst prediction with 721,799 reactions and 888 catalyst types from USPTO. Task: Predict which catalyst facilitates the given reaction. (1) Reactant: Br[CH2:2][C:3](=[O:8])[C:4]([CH3:7])([CH3:6])[CH3:5].[C:9]([C:11]1([C:17]2[N:22]=[CH:21][C:20]([NH:23][C:24]([C:26]3[CH:27]=[N:28][N:29]([C:32]4[CH:37]=[CH:36][C:35]([C:38]([F:41])([F:40])[F:39])=[CH:34][N:33]=4)[C:30]=3[CH3:31])=[O:25])=[CH:19][CH:18]=2)[CH2:16][CH2:15][NH:14][CH2:13][CH2:12]1)#[N:10].C(=O)([O-])[O-].[K+].[K+].O. Product: [C:9]([C:11]1([C:17]2[N:22]=[CH:21][C:20]([NH:23][C:24]([C:26]3[CH:27]=[N:28][N:29]([C:32]4[CH:37]=[CH:36][C:35]([C:38]([F:41])([F:40])[F:39])=[CH:34][N:33]=4)[C:30]=3[CH3:31])=[O:25])=[CH:19][CH:18]=2)[CH2:12][CH2:13][N:14]([CH2:2][C:3](=[O:8])[C:4]([CH3:7])([CH3:6])[CH3:5])[CH2:15][CH2:16]1)#[N:10]. The catalyst class is: 9. (2) Reactant: CCN(C(C)C)C(C)C.[F:10][C:11]1[CH:16]=[CH:15][C:14]([C:17]2[O:18][C:19]3[CH:29]=[CH:28][C:27]([C:30]4[CH:31]=[C:32]([CH:42]=[CH:43][CH:44]=4)[C:33]([NH:35][C:36]([CH3:41])([CH3:40])[C:37]([OH:39])=O)=[O:34])=[CH:26][C:20]=3[C:21]=2[C:22](=[O:25])[NH:23][CH3:24])=[CH:13][CH:12]=1.[CH3:45][C:46]1[CH:50]=[C:49]([NH2:51])[O:48][N:47]=1.[H-].[Na+]. Product: [F:10][C:11]1[CH:16]=[CH:15][C:14]([C:17]2[O:18][C:19]3[CH:29]=[CH:28][C:27]([C:30]4[CH:44]=[CH:43][CH:42]=[C:32]([C:33](=[O:34])[NH:35][C:36]([CH3:41])([CH3:40])[C:37]([NH:51][C:49]5[O:48][N:47]=[C:46]([CH3:45])[CH:50]=5)=[O:39])[CH:31]=4)=[CH:26][C:20]=3[C:21]=2[C:22]([NH:23][CH3:24])=[O:25])=[CH:13][CH:12]=1. The catalyst class is: 121.